Dataset: Reaction yield outcomes from USPTO patents with 853,638 reactions. Task: Predict the reaction yield, written as a fraction of the theoretical maximum amount of product (1.0 means a 100% yield; for example, 0.34 means a 34% yield). (1) The reactants are C(NC(C)C)(C)C.C([Li])CCC.[Cl:13][C:14]1[C:15]2[CH:22]=[CH:21][N:20]([S:23]([C:26]3[CH:31]=[CH:30][CH:29]=[CH:28][CH:27]=3)(=[O:25])=[O:24])[C:16]=2[N:17]=[CH:18][N:19]=1.I[C:33]1[C:42]2[C:37](=[CH:38][CH:39]=[CH:40][CH:41]=2)[CH:36]=[CH:35][CH:34]=1. The catalyst is C1COCC1.CCCCCC.[Cl-].[Zn+2].[Cl-].C1C=CC([P]([Pd]([P](C2C=CC=CC=2)(C2C=CC=CC=2)C2C=CC=CC=2)([P](C2C=CC=CC=2)(C2C=CC=CC=2)C2C=CC=CC=2)[P](C2C=CC=CC=2)(C2C=CC=CC=2)C2C=CC=CC=2)(C2C=CC=CC=2)C2C=CC=CC=2)=CC=1. The product is [Cl:13][C:14]1[C:15]2[CH:22]=[C:21]([C:41]3[C:42]4[C:37](=[CH:36][CH:35]=[CH:34][CH:33]=4)[CH:38]=[CH:39][CH:40]=3)[N:20]([S:23]([C:26]3[CH:31]=[CH:30][CH:29]=[CH:28][CH:27]=3)(=[O:25])=[O:24])[C:16]=2[N:17]=[CH:18][N:19]=1. The yield is 0.820. (2) The catalyst is C(O)(=O)C. The product is [CH3:14][O:13][C:11]1[CH:12]=[C:4]2[C:5](=[CH:9][CH:10]=1)[C:6](=[O:7])[NH:2][C:1]([NH:15][C:16]1[CH:20]=[CH:19][NH:18][N:17]=1)=[CH:3]2. The reactants are [C:1]([CH2:3][C:4]1[CH:12]=[C:11]([O:13][CH3:14])[CH:10]=[CH:9][C:5]=1[C:6](O)=[O:7])#[N:2].[NH2:15][C:16]1[CH:20]=[CH:19][NH:18][N:17]=1. The yield is 0.820.